From a dataset of Catalyst prediction with 721,799 reactions and 888 catalyst types from USPTO. Predict which catalyst facilitates the given reaction. (1) The catalyst class is: 602. Product: [CH2:1]([C:8]1[CH:13]=[C:12]([CH3:16])[N:11]=[C:10]([Cl:15])[N:9]=1)[C:2]1[CH:7]=[CH:6][CH:5]=[CH:4][CH:3]=1. Reactant: [CH2:1]([C:8]1[CH:13]=[C:12](Cl)[N:11]=[C:10]([Cl:15])[N:9]=1)[C:2]1[CH:7]=[CH:6][CH:5]=[CH:4][CH:3]=1.[CH3:16][Zn]C.C(OCC)(=O)C.O. (2) The catalyst class is: 9. Reactant: [Cl:1][C:2]1[CH:3]=[C:4]([C:11]([OH:13])=[O:12])[S:5][C:6]=1[CH:7]([OH:10])[CH2:8][CH3:9].[C:14]([O-])([O-])=O.[K+].[K+].IC.O. Product: [CH3:14][O:12][C:11]([C:4]1[S:5][C:6]([CH:7]([OH:10])[CH2:8][CH3:9])=[C:2]([Cl:1])[CH:3]=1)=[O:13]. (3) Reactant: C[O:2][C:3]([C:5]1[CH:6]=[C:7]2[C:12](=[CH:13][CH:14]=1)[CH2:11][N:10]([C:15]([O:17][C:18]([CH3:21])([CH3:20])[CH3:19])=[O:16])[CH2:9][CH2:8]2)=[O:4].[OH-].[K+:23]. Product: [C:18]([O:17][C:15]([N:10]1[CH2:9][CH2:8][C:7]2[C:12](=[CH:13][CH:14]=[C:5]([C:3]([O-:4])=[O:2])[CH:6]=2)[CH2:11]1)=[O:16])([CH3:21])([CH3:19])[CH3:20].[K+:23]. The catalyst class is: 41. (4) Reactant: [Cl:1][CH2:2][C:3]1[N:4]=[C:5]([C:8]2[CH:23]=[CH:22][C:11]([CH2:12][N:13]3[C:17]4[CH:18]=[CH:19][CH:20]=[CH:21][C:16]=4[N:15]=[CH:14]3)=[CH:10][CH:9]=2)[O:6][CH:7]=1.[Br:24]N1C(=O)CCC1=O. Product: [Br:24][C:7]1[O:6][C:5]([C:8]2[CH:23]=[CH:22][C:11]([CH2:12][N:13]3[C:17]4[CH:18]=[CH:19][CH:20]=[CH:21][C:16]=4[N:15]=[CH:14]3)=[CH:10][CH:9]=2)=[N:4][C:3]=1[CH2:2][Cl:1]. The catalyst class is: 22. (5) Reactant: [CH:1]1[C:6](/[CH:7]=[CH:8]/[CH:9]=[CH:10]/[C:11](N2CCCCC2)=[O:12])=[CH:5][C:4]2[O:19][CH2:20][O:21][C:3]=2[CH:2]=1.[OH-:22].[K+].CO.Cl. Product: [CH2:20]1[O:19][C:4]2[CH:5]=[C:6](/[CH:7]=[CH:8]/[CH:9]=[CH:10]/[C:11]([OH:12])=[O:22])[CH:1]=[CH:2][C:3]=2[O:21]1. The catalyst class is: 6.